From a dataset of Catalyst prediction with 721,799 reactions and 888 catalyst types from USPTO. Predict which catalyst facilitates the given reaction. (1) Reactant: [Cl-].[CH3:2][O:3]C[P+](C1C=CC=CC=1)(C1C=CC=CC=1)C1C=CC=CC=1.[CH3:24][N:25]([CH3:39])[C:26]1([C:33]2[CH:38]=[CH:37][CH:36]=[CH:35][CH:34]=2)[CH2:31][CH2:30][C:29](=O)[CH2:28][CH2:27]1. Product: [CH3:24][N:25]([CH3:39])[C:26]1([C:33]2[CH:38]=[CH:37][CH:36]=[CH:35][CH:34]=2)[CH2:31][CH2:30][CH:29]([CH:2]=[O:3])[CH2:28][CH2:27]1. The catalyst class is: 1. (2) Reactant: [CH3:1][O:2][C:3]1[CH:8]=[C:7]([CH3:9])[C:6]([S:10]([N:13]([CH2:15][C:16]2[O:20][C:19]([C:21]([O:23]C)=O)=[N:18][N:17]=2)[CH3:14])(=[O:12])=[O:11])=[C:5]([CH3:25])[CH:4]=1.[NH:26]1[CH2:30][CH2:29][N:28]=[C:27]1[C:31]1[CH:36]=[CH:35][C:34]([CH2:37][CH2:38][NH:39][CH3:40])=[CH:33][CH:32]=1.C[Al](C)C. Product: [NH:28]1[CH2:29][CH2:30][N:26]=[C:27]1[C:31]1[CH:32]=[CH:33][C:34]([CH2:37][CH2:38][N:39]([CH3:40])[C:21]([C:19]2[O:20][C:16]([CH2:15][N:13]([S:10]([C:6]3[C:7]([CH3:9])=[CH:8][C:3]([O:2][CH3:1])=[CH:4][C:5]=3[CH3:25])(=[O:11])=[O:12])[CH3:14])=[N:17][N:18]=2)=[O:23])=[CH:35][CH:36]=1. The catalyst class is: 2. (3) Reactant: [Br:1][C:2]1[CH:18]=[CH:17][C:5]([N:6]([CH2:10][CH2:11][CH2:12][CH2:13][C:14]([OH:16])=[O:15])[CH2:7][CH2:8][CH3:9])=[C:4]([CH:19]=[O:20])[CH:3]=1.[C:21](=O)([O-])[O-].[K+].[K+].IC.O. Product: [Br:1][C:2]1[CH:18]=[CH:17][C:5]([N:6]([CH2:10][CH2:11][CH2:12][CH2:13][C:14]([O:16][CH3:21])=[O:15])[CH2:7][CH2:8][CH3:9])=[C:4]([CH:19]=[O:20])[CH:3]=1. The catalyst class is: 3. (4) Reactant: Br[C:2]1[S:6][N:5]=[C:4]([C:7]([F:10])([F:9])[F:8])[C:3]=1[CH2:11][OH:12].[CH3:13][C:14]1[CH:19]=[C:18]([CH3:20])[CH:17]=[CH:16][C:15]=1B(O)O.[O-]P([O-])([O-])=O.[K+].[K+].[K+]. Product: [CH3:13][C:14]1[CH:19]=[C:18]([CH3:20])[CH:17]=[CH:16][C:15]=1[C:2]1[S:6][N:5]=[C:4]([C:7]([F:10])([F:9])[F:8])[C:3]=1[CH2:11][OH:12]. The catalyst class is: 203. (5) Reactant: [CH3:1][N:2]([C:4]1[CH:9]=[CH:8][C:7]([NH:10][S:11]([C:14]2[C:19]([F:20])=[C:18]([F:21])[C:17]([F:22])=[C:16]([F:23])[C:15]=2[F:24])(=[O:13])=[O:12])=[CH:6][CH:5]=1)[CH3:3].[CH3:25][Si]([N-][Si](C)(C)C)(C)C.[Li+].CI. Product: [CH3:3][N:2]([C:4]1[CH:9]=[CH:8][C:7]([N:10]([CH3:25])[S:11]([C:14]2[C:15]([F:24])=[C:16]([F:23])[C:17]([F:22])=[C:18]([F:21])[C:19]=2[F:20])(=[O:13])=[O:12])=[CH:6][CH:5]=1)[CH3:1]. The catalyst class is: 1. (6) Product: [N+:12]([C:9]1[CH:10]=[C:11]2[C:6](=[CH:7][CH:8]=1)[N:5]=[CH:4][CH:3]=[C:2]2[C:15]#[N:16])([O-:14])=[O:13]. Reactant: Cl[C:2]1[C:11]2[C:6](=[CH:7][CH:8]=[C:9]([N+:12]([O-:14])=[O:13])[CH:10]=2)[N:5]=[CH:4][CH:3]=1.[CH3:15][N:16](C=O)C. The catalyst class is: 380. (7) Reactant: C(N1C=CN=C1)(N1C=CN=C1)=O.[F:13][C:14]1[CH:31]=[C:30]([F:32])[CH:29]=[CH:28][C:15]=1[NH:16][C:17]1[CH:25]=[C:24]([F:26])[C:23]([F:27])=[CH:22][C:18]=1[C:19]([OH:21])=O.Cl.[CH2:34]([O:41][NH2:42])[C:35]1[CH:40]=[CH:39][CH:38]=[CH:37][CH:36]=1.C(N(CC)CC)C. Product: [CH2:34]([O:41][NH:42][C:19](=[O:21])[C:18]1[CH:22]=[C:23]([F:27])[C:24]([F:26])=[CH:25][C:17]=1[NH:16][C:15]1[CH:28]=[CH:29][C:30]([F:32])=[CH:31][C:14]=1[F:13])[C:35]1[CH:40]=[CH:39][CH:38]=[CH:37][CH:36]=1. The catalyst class is: 1. (8) Reactant: [F:1][C:2]([F:10])([F:9])[CH:3]([OH:8])[CH2:4][C:5]([CH3:7])=[CH2:6].C(N(CC)CC)C.[F:18][C:19]1[C:24]([S:25](Cl)(=[O:27])=[O:26])=[C:23]([F:29])[C:22]([F:30])=[C:21]([F:31])[C:20]=1[F:32]. Product: [F:18][C:19]1[C:20]([F:32])=[C:21]([F:31])[C:22]([F:30])=[C:23]([F:29])[C:24]=1[S:25]([O:8][CH:3]([CH2:4][C:5]([CH3:7])=[CH2:6])[C:2]([F:10])([F:9])[F:1])(=[O:27])=[O:26]. The catalyst class is: 4.